Dataset: Full USPTO retrosynthesis dataset with 1.9M reactions from patents (1976-2016). Task: Predict the reactants needed to synthesize the given product. (1) Given the product [CH3:17][O:16][C:13]1[CH:14]=[CH:15][C:10]([C:2]2[C:3]([CH3:9])([CH3:8])[CH2:4][C:5](=[O:6])[NH:22][N:23]=2)=[CH:11][C:12]=1[N+:18]([O-:20])=[O:19], predict the reactants needed to synthesize it. The reactants are: O[C:2]1([C:10]2[CH:15]=[CH:14][C:13]([O:16][CH3:17])=[C:12]([N+:18]([O-:20])=[O:19])[CH:11]=2)[O:6][C:5](=O)[CH2:4][C:3]1([CH3:9])[CH3:8].O.[NH2:22][NH2:23]. (2) Given the product [F:8][C:9]1[CH:14]=[CH:13][C:12]([N:15]2[C:23]3[C:18](=[CH:19][C:20]([O:24][C@H:25]([C:29]4[CH:30]=[CH:31][C:32]([S:35][CH3:36])=[CH:33][CH:34]=4)[C@@H:26]([NH:28][C:4](=[O:5])[CH2:3][O:2][CH3:1])[CH3:27])=[CH:21][CH:22]=3)[CH:17]=[N:16]2)=[CH:11][CH:10]=1, predict the reactants needed to synthesize it. The reactants are: [CH3:1][O:2][CH2:3][C:4](Cl)=[O:5].Cl.[F:8][C:9]1[CH:14]=[CH:13][C:12]([N:15]2[C:23]3[C:18](=[CH:19][C:20]([O:24][C@H:25]([C:29]4[CH:34]=[CH:33][C:32]([S:35][CH3:36])=[CH:31][CH:30]=4)[C@@H:26]([NH2:28])[CH3:27])=[CH:21][CH:22]=3)[CH:17]=[N:16]2)=[CH:11][CH:10]=1.C(N(CC)CC)C. (3) Given the product [C:40]([O:39][C:37](=[O:38])[NH:36]/[C:34](=[N:33]\[C:26]([O:28][C:29]([CH3:32])([CH3:31])[CH3:30])=[O:27])/[CH:20]1[NH:19][CH2:18][C:16]2=[C:15]3[C:11](=[C:10]([C:22]([F:25])([F:24])[F:23])[C:9]([CH2:1][CH2:2][C:3]4[CH:4]=[CH:5][CH:6]=[CH:7][CH:8]=4)=[CH:17]2)[CH:12]=[CH:13][N:14]3[CH2:21]1)([CH3:43])([CH3:42])[CH3:41], predict the reactants needed to synthesize it. The reactants are: [CH2:1]([C:9]1[C:10]([C:22]([F:25])([F:24])[F:23])=[C:11]2[C:15]3=[C:16]([CH2:18][NH:19][CH2:20][CH2:21][N:14]3[CH:13]=[CH:12]2)[CH:17]=1)[CH2:2][C:3]1[CH:8]=[CH:7][CH:6]=[CH:5][CH:4]=1.[C:26]([NH:33][C:34]([NH:36][C:37]([O:39][C:40]([CH3:43])([CH3:42])[CH3:41])=[O:38])=S)([O:28][C:29]([CH3:32])([CH3:31])[CH3:30])=[O:27].C(N(CC)CC)C.C(OCC)(=O)C.